From a dataset of Full USPTO retrosynthesis dataset with 1.9M reactions from patents (1976-2016). Predict the reactants needed to synthesize the given product. Given the product [CH2:1]([O:8][C:9](=[O:36])[NH:10][CH2:11][CH2:12][CH2:13][CH2:14][C@H:15]([NH:27][C:28]([C@H:30]1[CH2:35][CH2:34][CH2:33][N:32]([C:45](=[O:46])[CH2:44][CH2:43][C:37]2[CH:42]=[CH:41][CH:40]=[CH:39][CH:38]=2)[CH2:31]1)=[O:29])[C:16]([C:18]1[S:19][C:20]2[CH:26]=[CH:25][CH:24]=[CH:23][C:21]=2[N:22]=1)=[O:17])[C:2]1[CH:3]=[CH:4][CH:5]=[CH:6][CH:7]=1, predict the reactants needed to synthesize it. The reactants are: [CH2:1]([O:8][C:9](=[O:36])[NH:10][CH2:11][CH2:12][CH2:13][CH2:14][C@H:15]([NH:27][C:28]([C@H:30]1[CH2:35][CH2:34][CH2:33][NH:32][CH2:31]1)=[O:29])[C:16]([C:18]1[S:19][C:20]2[CH:26]=[CH:25][CH:24]=[CH:23][C:21]=2[N:22]=1)=[O:17])[C:2]1[CH:7]=[CH:6][CH:5]=[CH:4][CH:3]=1.[C:37]1([CH2:43][CH2:44][C:45](Cl)=[O:46])[CH:42]=[CH:41][CH:40]=[CH:39][CH:38]=1.